From a dataset of NCI-60 drug combinations with 297,098 pairs across 59 cell lines. Regression. Given two drug SMILES strings and cell line genomic features, predict the synergy score measuring deviation from expected non-interaction effect. (1) Drug 1: C1=NC2=C(N=C(N=C2N1C3C(C(C(O3)CO)O)F)Cl)N. Synergy scores: CSS=-0.395, Synergy_ZIP=0.137, Synergy_Bliss=0.469, Synergy_Loewe=0.189, Synergy_HSA=-0.379. Drug 2: CC(C)CN1C=NC2=C1C3=CC=CC=C3N=C2N. Cell line: IGROV1. (2) Drug 1: C1CCC(CC1)NC(=O)N(CCCl)N=O. Drug 2: C1=CC(=CC=C1CC(C(=O)O)N)N(CCCl)CCCl.Cl. Cell line: HCC-2998. Synergy scores: CSS=13.4, Synergy_ZIP=0.313, Synergy_Bliss=3.91, Synergy_Loewe=-2.33, Synergy_HSA=1.28. (3) Drug 1: CC1=C2C(C(=O)C3(C(CC4C(C3C(C(C2(C)C)(CC1OC(=O)C(C(C5=CC=CC=C5)NC(=O)C6=CC=CC=C6)O)O)OC(=O)C7=CC=CC=C7)(CO4)OC(=O)C)O)C)OC(=O)C. Drug 2: CC=C1C(=O)NC(C(=O)OC2CC(=O)NC(C(=O)NC(CSSCCC=C2)C(=O)N1)C(C)C)C(C)C. Cell line: RPMI-8226. Synergy scores: CSS=56.9, Synergy_ZIP=-0.586, Synergy_Bliss=-1.07, Synergy_Loewe=-21.3, Synergy_HSA=-1.34. (4) Drug 1: CC1=C(C=C(C=C1)NC2=NC=CC(=N2)N(C)C3=CC4=NN(C(=C4C=C3)C)C)S(=O)(=O)N.Cl. Drug 2: C(CC(=O)O)C(=O)CN.Cl. Cell line: SK-MEL-28. Synergy scores: CSS=15.6, Synergy_ZIP=-1.13, Synergy_Bliss=-2.96, Synergy_Loewe=-5.41, Synergy_HSA=-5.60.